From a dataset of Catalyst prediction with 721,799 reactions and 888 catalyst types from USPTO. Predict which catalyst facilitates the given reaction. (1) Reactant: [CH3:1][O:2][C:3]1[CH:8]=[CH:7][C:6]([N:9]2[CH2:15][CH2:14][CH2:13][NH:12][CH2:11][CH2:10]2)=[CH:5][CH:4]=1.Br[C:17]1[C:18]([C:25]2[CH:33]=[CH:32][C:28]([N:29]([CH3:31])[CH3:30])=[CH:27][CH:26]=2)=[N:19][C:20]([O:23][CH3:24])=[CH:21][CH:22]=1.C1C=CC(P(C2C(C3C(P(C4C=CC=CC=4)C4C=CC=CC=4)=CC=C4C=3C=CC=C4)=C3C(C=CC=C3)=CC=2)C2C=CC=CC=2)=CC=1.CC(C)([O-])C.[Na+]. Product: [CH3:24][O:23][C:20]1[N:19]=[C:18]([C:25]2[CH:33]=[CH:32][C:28]([N:29]([CH3:30])[CH3:31])=[CH:27][CH:26]=2)[C:17]([N:12]2[CH2:13][CH2:14][CH2:15][N:9]([C:6]3[CH:5]=[CH:4][C:3]([O:2][CH3:1])=[CH:8][CH:7]=3)[CH2:10][CH2:11]2)=[CH:22][CH:21]=1. The catalyst class is: 706. (2) Reactant: [C:1]([O:5][C:6](=[O:21])[NH:7][CH2:8][C:9](=[O:20])[NH:10][C:11]1[CH:16]=[CH:15][C:14]([CH2:17][OH:18])=[C:13]([Cl:19])[CH:12]=1)([CH3:4])([CH3:3])[CH3:2]. Product: [C:1]([O:5][C:6](=[O:21])[NH:7][CH2:8][C:9](=[O:20])[NH:10][C:11]1[CH:16]=[CH:15][C:14]([CH:17]=[O:18])=[C:13]([Cl:19])[CH:12]=1)([CH3:4])([CH3:2])[CH3:3]. The catalyst class is: 703. (3) Reactant: [Cl:1][C:2]1[N:7]=[C:6]([CH3:8])[C:5]2[C:9](I)=[N:10][N:11]([C:12]([C:25]3[CH:30]=[CH:29][CH:28]=[CH:27][CH:26]=3)([C:19]3[CH:24]=[CH:23][CH:22]=[CH:21][CH:20]=3)[C:13]3[CH:18]=[CH:17][CH:16]=[CH:15][CH:14]=3)[C:4]=2[CH:3]=1.[NH:32]1[CH2:37][CH2:36][O:35][CH2:34][CH2:33]1.CC(C)([O-])C.[Na+].COC(C)(C)C. Product: [Cl:1][C:2]1[N:7]=[C:6]([CH3:8])[C:5]2[C:9]([N:32]3[CH2:37][CH2:36][O:35][CH2:34][CH2:33]3)=[N:10][N:11]([C:12]([C:25]3[CH:30]=[CH:29][CH:28]=[CH:27][CH:26]=3)([C:19]3[CH:24]=[CH:23][CH:22]=[CH:21][CH:20]=3)[C:13]3[CH:18]=[CH:17][CH:16]=[CH:15][CH:14]=3)[C:4]=2[CH:3]=1. The catalyst class is: 12. (4) Reactant: [CH3:1][O:2][C:3]1[CH:28]=[CH:27][C:6]([CH2:7][N:8]([C:22]2[S:23][CH:24]=[CH:25][N:26]=2)[S:9]([C:12]2[CH:13]=[CH:14][C:15]3[NH:20][CH2:19][CH2:18][O:17][C:16]=3[CH:21]=2)(=[O:11])=[O:10])=[CH:5][CH:4]=1.Br[C:30]1[CH:39]=[CH:38][CH:37]=[CH:36][C:31]=1[C:32]([O:34][CH3:35])=[O:33].CC1(C)C2C(=C(P(C3C=CC=CC=3)C3C=CC=CC=3)C=CC=2)OC2C(P(C3C=CC=CC=3)C3C=CC=CC=3)=CC=CC1=2.CC(C)([O-])C.[Na+]. Product: [CH3:1][O:2][C:3]1[CH:4]=[CH:5][C:6]([CH2:7][N:8]([C:22]2[S:23][CH:24]=[CH:25][N:26]=2)[S:9]([C:12]2[CH:13]=[CH:14][C:15]3[N:20]([C:30]4[CH:39]=[CH:38][CH:37]=[CH:36][C:31]=4[C:32]([O:34][CH3:35])=[O:33])[CH2:19][CH2:18][O:17][C:16]=3[CH:21]=2)(=[O:11])=[O:10])=[CH:27][CH:28]=1. The catalyst class is: 93. (5) Reactant: C([Li])(C)(C)C.[Cl:6][C:7]1[CH:12]=[CH:11][C:10]([O:13][CH2:14][O:15][CH3:16])=[CH:9][N:8]=1.[I:17]I. Product: [Cl:6][C:7]1[CH:12]=[C:11]([I:17])[C:10]([O:13][CH2:14][O:15][CH3:16])=[CH:9][N:8]=1. The catalyst class is: 375. (6) Reactant: C([O:5][C:6]1[CH:15]=[C:14]([NH:16][CH:17]2[CH2:22][CH2:21][N:20]([S:23]([C:26]([F:29])([F:28])[F:27])(=[O:25])=[O:24])[CH2:19][CH2:18]2)[C:13]2[C:8](=[C:9]([NH:46][CH2:47][CH2:48][O:49][CH3:50])[CH:10]=[C:11]([C:30]([C:39]3[CH:44]=[CH:43][C:42]([Cl:45])=[CH:41][CH:40]=3)([C:32]3[CH:37]=[CH:36][C:35]([Cl:38])=[CH:34][CH:33]=3)O)[CH:12]=2)[N:7]=1)(C)(C)C.C([SiH](CC)CC)C.C(O)(C(F)(F)F)=O. Product: [Cl:38][C:35]1[CH:36]=[CH:37][C:32]([CH:30]([C:39]2[CH:40]=[CH:41][C:42]([Cl:45])=[CH:43][CH:44]=2)[C:11]2[CH:12]=[C:13]3[C:8](=[C:9]([NH:46][CH2:47][CH2:48][O:49][CH3:50])[CH:10]=2)[NH:7][C:6](=[O:5])[CH:15]=[C:14]3[NH:16][CH:17]2[CH2:22][CH2:21][N:20]([S:23]([C:26]([F:29])([F:27])[F:28])(=[O:25])=[O:24])[CH2:19][CH2:18]2)=[CH:33][CH:34]=1. The catalyst class is: 2. (7) Reactant: C(OC([N:8]1[CH2:13][CH2:12][N:11]([C:14]([O:16][CH2:17][CH2:18][CH3:19])=[O:15])[CH2:10][CH2:9]1)=O)(C)(C)C.C(O)(C(F)(F)F)=O. Product: [CH2:17]([O:16][C:14]([N:11]1[CH2:12][CH2:13][NH:8][CH2:9][CH2:10]1)=[O:15])[CH2:18][CH3:19]. The catalyst class is: 4. (8) Reactant: C(N(CC)CC)C.[CH3:8][N:9]([CH3:15])[C@H:10]1[CH2:14][CH2:13][NH:12][CH2:11]1.CS(C)=O.[CH2:20]([O:27][CH2:28][C:29]([C:32]1[O:33][C:34]2[C:35](=[C:37]([C:49]#[N:50])[C:38]([CH3:48])=[C:39]([C:42]3[CH:47]=[CH:46][CH:45]=[CH:44][CH:43]=3)[C:40]=2F)[N:36]=1)([CH3:31])[CH3:30])[C:21]1[CH:26]=[CH:25][CH:24]=[CH:23][CH:22]=1. Product: [CH2:20]([O:27][CH2:28][C:29]([C:32]1[O:33][C:34]2[C:35](=[C:37]([C:49]#[N:50])[C:38]([CH3:48])=[C:39]([C:42]3[CH:47]=[CH:46][CH:45]=[CH:44][CH:43]=3)[C:40]=2[N:12]2[CH2:13][CH2:14][C@H:10]([N:9]([CH3:15])[CH3:8])[CH2:11]2)[N:36]=1)([CH3:31])[CH3:30])[C:21]1[CH:26]=[CH:25][CH:24]=[CH:23][CH:22]=1. The catalyst class is: 13. (9) Reactant: [C:1]12([NH:22]C(=O)OCC3C=CC=CC=3)[CH2:10][CH:5]3[CH2:6][CH:7]([CH2:9][C:3]([NH:11]C(=O)OCC4C=CC=CC=4)([CH2:4]3)[CH2:2]1)[CH2:8]2. Product: [C:3]12([NH2:11])[CH2:9][CH:7]3[CH2:6][CH:5]([CH2:10][C:1]([NH2:22])([CH2:8]3)[CH2:2]1)[CH2:4]2. The catalyst class is: 50.